Dataset: CYP2C19 inhibition data for predicting drug metabolism from PubChem BioAssay. Task: Regression/Classification. Given a drug SMILES string, predict its absorption, distribution, metabolism, or excretion properties. Task type varies by dataset: regression for continuous measurements (e.g., permeability, clearance, half-life) or binary classification for categorical outcomes (e.g., BBB penetration, CYP inhibition). Dataset: cyp2c19_veith. (1) The molecule is Cn1c(=O)c(-c2cccs2)nc2cnc(N3CCOCC3)nc21. The result is 0 (non-inhibitor). (2) The molecule is O=C(O)c1c(-c2c3ccc(=O)cc-3oc3cc(O)ccc23)cc2ccccc2c1-c1ccccc1. The result is 0 (non-inhibitor). (3) The compound is Cc1cc(O)c(/C=N/Nc2ccc(Cl)cc2)c(=O)o1. The result is 1 (inhibitor).